Regression/Classification. Given a drug SMILES string, predict its toxicity properties. Task type varies by dataset: regression for continuous values (e.g., LD50, hERG inhibition percentage) or binary classification for toxic/non-toxic outcomes (e.g., AMES mutagenicity, cardiotoxicity, hepatotoxicity). Dataset: herg_karim. From a dataset of hERG potassium channel inhibition data for cardiac toxicity prediction from Karim et al.. (1) The drug is COc1cc(-n2cnn3cc(-c4ccc(Cl)cc4)cc3c2=O)ccc1OCCN1CCCC1. The result is 1 (blocker). (2) The result is 1 (blocker). The drug is O=c1[nH]ccc2c(S(=O)(=O)N3CCCNCC3)cccc12.